Dataset: Catalyst prediction with 721,799 reactions and 888 catalyst types from USPTO. Task: Predict which catalyst facilitates the given reaction. (1) Reactant: [O:1]=[C:2]1[C:10](=[C:11]2[CH:20]=[CH:19][C:18]3[C:13](=[CH:14][CH:15]=[CH:16][CH:17]=3)[NH:12]2)[C:9]2[C:4](=[CH:5][CH:6]=[C:7]([CH2:21][CH2:22][CH2:23][C:24]([O:26]CC)=[O:25])[CH:8]=2)[NH:3]1. Product: [O:1]=[C:2]1[C:10](=[C:11]2[CH:20]=[CH:19][C:18]3[C:13](=[CH:14][CH:15]=[CH:16][CH:17]=3)[NH:12]2)[C:9]2[C:4](=[CH:5][CH:6]=[C:7]([CH2:21][CH2:22][CH2:23][C:24]([OH:26])=[O:25])[CH:8]=2)[NH:3]1. The catalyst class is: 33. (2) Reactant: [F:1][C:2]1[CH:8]=[CH:7][CH:6]=[CH:5][C:3]=1[NH2:4].N1C=CC=CC=1.Cl[C:16]([O:18][CH3:19])=[O:17].O. Product: [F:1][C:2]1[CH:8]=[CH:7][CH:6]=[CH:5][C:3]=1[NH:4][C:16]([O:18][CH3:19])=[O:17]. The catalyst class is: 13.